Dataset: Forward reaction prediction with 1.9M reactions from USPTO patents (1976-2016). Task: Predict the product of the given reaction. (1) Given the reactants Br[C:2]1[CH:3]=[N:4][CH:5]=[C:6]2[C:11]=1[N:10]=[C:9]([C:12]([NH2:14])=[O:13])[CH:8]=[CH:7]2.[CH3:15][N:16]([CH3:35])[S:17]([C:20]1[CH:25]=[CH:24][C:23](B2OC(C)(C)C(C)(C)O2)=[CH:22][CH:21]=1)(=[O:19])=[O:18].C(=O)([O-])[O-].[Cs+].[Cs+], predict the reaction product. The product is: [CH3:15][N:16]([CH3:35])[S:17]([C:20]1[CH:21]=[CH:22][C:23]([C:2]2[CH:3]=[N:4][CH:5]=[C:6]3[C:11]=2[N:10]=[C:9]([C:12]([NH2:14])=[O:13])[CH:8]=[CH:7]3)=[CH:24][CH:25]=1)(=[O:18])=[O:19]. (2) Given the reactants Cl[C:2]1[C:3]2[C:4](=[CH:14][N:15](CC3C=CC(OC)=CC=3)[N:16]=2)[N:5]=[C:6]([C:8]2[CH:13]=[CH:12][N:11]=[CH:10][CH:9]=2)[N:7]=1.[CH3:26][N:27]([CH3:35])[C:28]1[CH:33]=[CH:32][C:31]([NH2:34])=[CH:30][CH:29]=1.Cl, predict the reaction product. The product is: [CH3:26][N:27]([CH3:35])[C:28]1[CH:33]=[CH:32][C:31]([NH:34][C:2]2[C:3]3[NH:16][N:15]=[CH:14][C:4]=3[N:5]=[C:6]([C:8]3[CH:9]=[CH:10][N:11]=[CH:12][CH:13]=3)[N:7]=2)=[CH:30][CH:29]=1. (3) Given the reactants [C:1]([C:3]1[CH:4]=[C:5]([C@H:10]2[CH2:14][C:13]([F:16])([F:15])[CH2:12][N:11]2C(OC(C)(C)C)=O)[CH:6]=[C:7]([F:9])[CH:8]=1)#[N:2].C(O)(C(F)(F)F)=O, predict the reaction product. The product is: [F:16][C:13]1([F:15])[CH2:12][NH:11][C@@H:10]([C:5]2[CH:4]=[C:3]([CH:8]=[C:7]([F:9])[CH:6]=2)[C:1]#[N:2])[CH2:14]1. (4) The product is: [N:21]1([C:18]2[CH:19]=[CH:20][C:15]([C:14]([NH:13][C:6]3[CH:7]=[CH:8][C:9]4[NH:10][C:36]([C:35]5[CH:34]=[CH:33][C:32]([N:27]6[CH2:31][CH2:30][CH2:29][CH2:28]6)=[CH:39][CH:38]=5)=[N:1][C:4]=4[CH:5]=3)=[O:26])=[CH:16][CH:17]=2)[CH2:25][CH2:24][CH2:23][CH2:22]1. Given the reactants [N+:1]([C:4]1[CH:5]=[C:6]([NH:13][C:14](=[O:26])[C:15]2[CH:20]=[CH:19][C:18]([N:21]3[CH2:25][CH2:24][CH2:23][CH2:22]3)=[CH:17][CH:16]=2)[CH:7]=[CH:8][C:9]=1[N+:10]([O-])=O)([O-])=O.[N:27]1([C:32]2[CH:39]=[CH:38][C:35]([CH:36]=O)=[CH:34][CH:33]=2)[CH2:31][CH2:30][CH2:29][CH2:28]1, predict the reaction product. (5) Given the reactants [N:1]([C@@H:4]([CH:20]([C:25]1[CH:30]=[C:29]([F:31])[CH:28]=[C:27]([F:32])[CH:26]=1)[C:21]([F:24])([F:23])[F:22])[C:5]([N:7]1[C@@H:11]([CH2:12][C:13]2[CH:18]=[CH:17][CH:16]=[CH:15][CH:14]=2)[CH2:10][O:9][C:8]1=[O:19])=[O:6])=[N+]=[N-].C([Cl:37])(=O)CC, predict the reaction product. The product is: [ClH:37].[NH2:1][C@@H:4]([CH:20]([C:25]1[CH:26]=[C:27]([F:32])[CH:28]=[C:29]([F:31])[CH:30]=1)[C:21]([F:24])([F:23])[F:22])[C:5]([N:7]1[C@@H:11]([CH2:12][C:13]2[CH:14]=[CH:15][CH:16]=[CH:17][CH:18]=2)[CH2:10][O:9][C:8]1=[O:19])=[O:6]. (6) Given the reactants [NH2:1][N:2]1[C:6]2[N:7]=[C:8]([CH:14]3[CH2:16][CH2:15]3)[CH:9]=[C:10]([C:11]([OH:13])=O)[C:5]=2[CH:4]=[N:3]1.[NH2:17][CH2:18][C:19]1[C:20](=[O:27])[NH:21][C:22]([CH3:26])=[CH:23][C:24]=1[CH3:25].ON1C2N=CC=CC=2N=N1.C(Cl)CCl.CN1CCOCC1, predict the reaction product. The product is: [NH2:1][N:2]1[C:6]2[N:7]=[C:8]([CH:14]3[CH2:16][CH2:15]3)[CH:9]=[C:10]([C:11]([NH:17][CH2:18][C:19]3[C:20](=[O:27])[NH:21][C:22]([CH3:26])=[CH:23][C:24]=3[CH3:25])=[O:13])[C:5]=2[CH:4]=[N:3]1. (7) Given the reactants C(OC(=O)CC[N:7]1[C:15]2[C:10](=[CH:11][CH:12]=[C:13]([CH2:16][O:17][C:18]3[CH:23]=[CH:22][C:21]([C:24]4[CH:29]=[C:28]([F:30])[C:27]([F:31])=[CH:26][C:25]=4[O:32][CH3:33])=[CH:20][CH:19]=3)[CH:14]=2)[CH:9]=[CH:8]1)C.FC1C(F)=CC(C2C=CC(OCC3C=CC=C4C=3C=CN4)=CC=2)=C(OC)C=1.[CH2:62]([O:64][C:65](=[O:68])[CH2:66]Br)[CH3:63], predict the reaction product. The product is: [CH2:62]([O:64][C:65](=[O:68])[CH2:66][N:7]1[C:15]2[C:14](=[C:13]([CH2:16][O:17][C:18]3[CH:23]=[CH:22][C:21]([C:24]4[CH:29]=[C:28]([F:30])[C:27]([F:31])=[CH:26][C:25]=4[O:32][CH3:33])=[CH:20][CH:19]=3)[CH:12]=[CH:11][CH:10]=2)[CH:9]=[CH:8]1)[CH3:63]. (8) Given the reactants CON(C)[C:4]([CH:6]1[CH2:11][CH2:10][N:9]([C:12]([O:14][CH2:15][C:16]2[CH:21]=[CH:20][CH:19]=[CH:18][CH:17]=2)=[O:13])[CH2:8][CH2:7]1)=[O:5].C(=O)=O.CC(C)=O.[CH2:30]([Mg]Br)[CH2:31][CH:32]=[CH2:33], predict the reaction product. The product is: [C:4]([CH:6]1[CH2:7][CH2:8][N:9]([C:12]([O:14][CH2:15][C:16]2[CH:17]=[CH:18][CH:19]=[CH:20][CH:21]=2)=[O:13])[CH2:10][CH2:11]1)(=[O:5])[CH2:33][CH2:32][CH:31]=[CH2:30]. (9) Given the reactants [NH2:1][C:2]1[NH:6][N:5]=[C:4]([C:7]2[CH:12]=[CH:11][C:10]([O:13][C:14]3[CH:19]=[CH:18][CH:17]=[CH:16][CH:15]=3)=[CH:9][CH:8]=2)[C:3]=1[C:20]([NH2:22])=[O:21].C([O-])([O-])=O.[K+].[K+].F[C:30]1[CH:35]=[CH:34][C:33]([N+:36]([O-:38])=[O:37])=[CH:32][C:31]=1[CH2:39][CH2:40]O, predict the reaction product. The product is: [N+:36]([C:33]1[CH:34]=[CH:35][C:30]2[N:6]3[N:5]=[C:4]([C:7]4[CH:8]=[CH:9][C:10]([O:13][C:14]5[CH:19]=[CH:18][CH:17]=[CH:16][CH:15]=5)=[CH:11][CH:12]=4)[C:3]([C:20]([NH2:22])=[O:21])=[C:2]3[NH:1][CH2:40][CH2:39][C:31]=2[CH:32]=1)([O-:38])=[O:37].